From a dataset of Reaction yield outcomes from USPTO patents with 853,638 reactions. Predict the reaction yield, written as a fraction of the theoretical maximum amount of product (1.0 means a 100% yield; for example, 0.34 means a 34% yield). (1) The reactants are Cl.[Cl:2][C:3]1[CH:4]=[C:5]2[C:9](=[CH:10][CH:11]=1)[NH:8][CH:7]=[C:6]2[CH2:12][CH2:13][NH2:14].[O:15]1[CH:19]=[CH:18][CH:17]=[C:16]1[C:20]1[N:24]([CH3:25])[N:23]=[C:22]([C:26](Cl)=[O:27])[CH:21]=1.C(N(CC)CC)C.C(OCC)(=O)C. The catalyst is ClCCl. The product is [Cl:2][C:3]1[CH:4]=[C:5]2[C:9](=[CH:10][CH:11]=1)[NH:8][CH:7]=[C:6]2[CH2:12][CH2:13][NH:14][C:26]([C:22]1[CH:21]=[C:20]([C:16]2[O:15][CH:19]=[CH:18][CH:17]=2)[N:24]([CH3:25])[N:23]=1)=[O:27]. The yield is 0.980. (2) The reactants are [NH2:1][C:2]1[CH:7]=[CH:6][C:5]([C@H:8]2[N:13]([CH3:14])[CH2:12][CH2:11][N:10]([CH3:15])[C:9]2=[O:16])=[CH:4][CH:3]=1.Br[C:18]1[C:19](=[O:26])[N:20]([CH3:25])[CH:21]=[C:22]([Br:24])C=1.C([N:30](C(C)C)CC)(C)C. The product is [Br:24][C:22]1[N:30]=[C:18]([NH:1][C:2]2[CH:3]=[CH:4][C:5]([C@@H:8]3[C:9](=[O:16])[N:10]([CH3:15])[CH2:11][CH2:12][N:13]3[CH3:14])=[CH:6][CH:7]=2)[C:19](=[O:26])[N:20]([CH3:25])[CH:21]=1. The catalyst is CC(O)C. The yield is 0.900.